Task: Regression. Given a peptide amino acid sequence and an MHC pseudo amino acid sequence, predict their binding affinity value. This is MHC class I binding data.. Dataset: Peptide-MHC class I binding affinity with 185,985 pairs from IEDB/IMGT (1) The peptide sequence is QVIQSVRRL. The MHC is H-2-Kb with pseudo-sequence H-2-Kb. The binding affinity (normalized) is 0.377. (2) The peptide sequence is KVFPYALINK. The MHC is HLA-A02:02 with pseudo-sequence HLA-A02:02. The binding affinity (normalized) is 0.473. (3) The peptide sequence is RARNRVSTV. The MHC is HLA-A30:01 with pseudo-sequence HLA-A30:01. The binding affinity (normalized) is 0.710. (4) The peptide sequence is LHSTYFPCF. The MHC is Mamu-A20102 with pseudo-sequence Mamu-A20102. The binding affinity (normalized) is 0.658. (5) The peptide sequence is IREVLRTEL. The MHC is Mamu-B03 with pseudo-sequence Mamu-B03. The binding affinity (normalized) is 0.989.